The task is: Regression. Given a peptide amino acid sequence and an MHC pseudo amino acid sequence, predict their binding affinity value. This is MHC class I binding data.. This data is from Peptide-MHC class I binding affinity with 185,985 pairs from IEDB/IMGT. The peptide sequence is HIVCSKTVK. The MHC is HLA-A11:01 with pseudo-sequence HLA-A11:01. The binding affinity (normalized) is 0.319.